From a dataset of NCI-60 drug combinations with 297,098 pairs across 59 cell lines. Regression. Given two drug SMILES strings and cell line genomic features, predict the synergy score measuring deviation from expected non-interaction effect. (1) Drug 1: C1C(C(OC1N2C=C(C(=O)NC2=O)F)CO)O. Drug 2: CC1=C(C(CCC1)(C)C)C=CC(=CC=CC(=CC(=O)O)C)C. Cell line: K-562. Synergy scores: CSS=22.1, Synergy_ZIP=-4.69, Synergy_Bliss=-3.99, Synergy_Loewe=-29.6, Synergy_HSA=-1.88. (2) Drug 1: COC1=C(C=C2C(=C1)N=CN=C2NC3=CC(=C(C=C3)F)Cl)OCCCN4CCOCC4. Drug 2: C1CC(C1)(C(=O)O)C(=O)O.[NH2-].[NH2-].[Pt+2]. Cell line: NCI-H322M. Synergy scores: CSS=41.7, Synergy_ZIP=-0.806, Synergy_Bliss=-1.46, Synergy_Loewe=-17.7, Synergy_HSA=-0.0406.